From a dataset of Tox21: 12 toxicity assays (nuclear receptors and stress response pathways). Binary classification across 12 toxicity assays. (1) The drug is O=C(CCCCCCCCc1cccnc1)N1CCC(C=C(c2ccccc2)c2ccccc2)CC1. It tested positive (active) for: SR-HSE (Heat Shock Element response). (2) It tested positive (active) for: NR-AhR (Aryl hydrocarbon Receptor agonist activity), SR-ARE (Antioxidant Response Element (oxidative stress)), and SR-MMP (Mitochondrial Membrane Potential disruption). The molecule is O=C1NC(=O)c2cccc3cccc1c23. (3) The molecule is Brc1ccc(Oc2ccc(Br)cc2)cc1. It tested positive (active) for: SR-MMP (Mitochondrial Membrane Potential disruption). (4) The molecule is CN(C)C(=S)[S-]. It tested positive (active) for: SR-HSE (Heat Shock Element response). (5) The molecule is O=C1c2c(O)ccc(Nc3ccc(CCO)cc3)c2C(=O)c2c([N+](=O)[O-])ccc(O)c21. It tested positive (active) for: NR-AhR (Aryl hydrocarbon Receptor agonist activity), SR-ARE (Antioxidant Response Element (oxidative stress)), and SR-MMP (Mitochondrial Membrane Potential disruption).